Dataset: Reaction yield outcomes from USPTO patents with 853,638 reactions. Task: Predict the reaction yield, written as a fraction of the theoretical maximum amount of product (1.0 means a 100% yield; for example, 0.34 means a 34% yield). (1) The reactants are Br[CH2:2][C:3]1[CH:7]=[C:6]([Cl:8])[S:5][C:4]=1[Cl:9].C(=O)([O-])[O-].[K+].[K+].[C:16]([OH:19])(=[S:18])[CH3:17]. The catalyst is CC(C)=O. The product is [Cl:9][C:4]1[S:5][C:6]([Cl:8])=[CH:7][C:3]=1[CH2:2][S:18][C:16](=[O:19])[CH3:17]. The yield is 0.970. (2) The reactants are [F:1][C:2]1[CH:20]=[CH:19][C:5]([CH2:6][NH:7][C:8]2[CH:9]=[CH:10][C:11]3[N:12]([C:14]([NH2:18])=[C:15]([CH3:17])[N:16]=3)[N:13]=2)=[CH:4][CH:3]=1.[C:21](Cl)(=[O:28])[C:22]1[CH:27]=[CH:26][CH:25]=[CH:24][CH:23]=1. The catalyst is N1C=CC=CC=1. The product is [F:1][C:2]1[CH:3]=[CH:4][C:5]([CH2:6][NH:7][C:8]2[CH:9]=[CH:10][C:11]3[N:12]([C:14]([NH:18][C:21](=[O:28])[C:22]4[CH:27]=[CH:26][CH:25]=[CH:24][CH:23]=4)=[C:15]([CH3:17])[N:16]=3)[N:13]=2)=[CH:19][CH:20]=1. The yield is 0.260. (3) The reactants are [H-].[Al+3].[Li+].[H-].[H-].[H-].[CH2:7]([C:9]1[C:17]2[N:16]3[C@H:18]([CH3:23])[CH2:19][NH:20][C:21](=O)[C@@H:15]3[CH2:14][C:13]=2[CH:12]=[CH:11][CH:10]=1)[CH3:8]. The catalyst is O1CCCC1. The product is [CH2:7]([C:9]1[C:17]2[N:16]3[C@H:18]([CH3:23])[CH2:19][NH:20][CH2:21][C@@H:15]3[CH2:14][C:13]=2[CH:12]=[CH:11][CH:10]=1)[CH3:8]. The yield is 0.380. (4) The reactants are C(OC([NH:8][CH2:9][CH:10]1[CH2:15][CH2:14][N:13]([CH2:16][C:17]2([C:22]([OH:24])=[O:23])[CH2:21][CH2:20][CH2:19][CH2:18]2)[CH2:12][CH2:11]1)=O)(C)(C)C.[CH3:25][C:26]1[CH:27]=[CH:28][C:29]([S:32]([OH:35])(=[O:34])=[O:33])=[CH:30][CH:31]=1.O.CCN(CC)CC. The product is [CH3:25][C:26]1[CH:27]=[CH:28][C:29]([S:32]([OH:35])(=[O:34])=[O:33])=[CH:30][CH:31]=1.[NH2:8][CH2:9][CH:10]1[CH2:15][CH2:14][N:13]([CH2:16][C:17]2([C:22]([OH:24])=[O:23])[CH2:21][CH2:20][CH2:19][CH2:18]2)[CH2:12][CH2:11]1. The catalyst is C1COCC1. The yield is 0.970. (5) The reactants are [ClH:1].O1[CH2:7][CH2:6][N:5]([CH2:8][CH2:9][O:10][C:11]2[CH:19]=[C:18]3[C:14]([C:15]([C:27]4[CH:32]=[C:31]([F:33])[CH:30]=[C:29]([F:34])[CH:28]=4)=[C:16]([C:21]4[CH:22]=[N:23][CH:24]=[CH:25][CH:26]=4)[C:17]3=[O:20])=[CH:13][CH:12]=2)[CH2:4][CH2:3]1.Br[C:36]1[C:37](=O)[C:38]2C([C:44]=1C1C=CC=CC=1)=CC=C(O)C=2.[CH3:53][S:54]([N:57]1CCN(CCO)CC1)(=[O:56])=[O:55]. No catalyst specified. The product is [ClH:1].[F:33][C:31]1[CH:32]=[C:27]([C:15]2[C:14]3[C:18](=[CH:19][C:11]([O:10][CH2:9][CH2:8][N:5]4[CH2:6][CH2:7][N:57]([S:54]([CH3:53])(=[O:56])=[O:55])[CH2:3][CH2:4]4)=[CH:12][CH:13]=3)[C:17](=[O:20])[C:16]=2[C:21]2[CH:22]=[N:23][C:24]3[C:25]([CH:26]=2)=[CH:38][CH:37]=[CH:36][CH:44]=3)[CH:28]=[C:29]([F:34])[CH:30]=1. The yield is 0.730.